Dataset: Forward reaction prediction with 1.9M reactions from USPTO patents (1976-2016). Task: Predict the product of the given reaction. (1) Given the reactants [NH2:1][C:2]1[CH:7]=[CH:6][C:5]([CH:8]2[CH2:22][N:12]3[C:13](=[O:21])[NH:14][C:15]4[CH:16]=[CH:17][CH:18]=[CH:19][C:20]=4[C:11]3=[N:10][CH2:9]2)=[CH:4][CH:3]=1.[Cl:23][C:24]1[CH:29]=[CH:28][C:27]([N:30]=[C:31]=[O:32])=[CH:26][C:25]=1[C:33]([F:36])([F:35])[F:34], predict the reaction product. The product is: [Cl:23][C:24]1[CH:29]=[CH:28][C:27]([NH:30][C:31]([NH:1][C:2]2[CH:7]=[CH:6][C:5]([CH:8]3[CH2:22][N:12]4[C:13](=[O:21])[NH:14][C:15]5[CH:16]=[CH:17][CH:18]=[CH:19][C:20]=5[C:11]4=[N:10][CH2:9]3)=[CH:4][CH:3]=2)=[O:32])=[CH:26][C:25]=1[C:33]([F:34])([F:35])[F:36]. (2) The product is: [F:1][C:2]1[CH:7]=[C:6]([N:32]([C:29]2[CH:28]=[CH:27][C:26]([F:25])=[CH:31][CH:30]=2)[C:33]([C:35]2([C:38]([NH2:43])=[O:40])[CH2:36][CH2:37]2)=[O:34])[CH:5]=[CH:4][C:3]=1[NH:9][C:10]1[CH:15]=[CH:14][N:13]=[C:12]2[CH:16]=[C:17]([C:19]3[N:20]=[CH:21][N:22]([CH3:24])[CH:23]=3)[S:18][C:11]=12. Given the reactants [F:1][C:2]1[CH:7]=[C:6](N)[CH:5]=[CH:4][C:3]=1[NH:9][C:10]1[CH:15]=[CH:14][N:13]=[C:12]2[CH:16]=[C:17]([C:19]3[N:20]=[CH:21][N:22]([CH3:24])[CH:23]=3)[S:18][C:11]=12.[F:25][C:26]1[CH:31]=[CH:30][C:29]([NH:32][C:33]([C:35]2([C:38]([OH:40])=O)[CH2:37][CH2:36]2)=[O:34])=[CH:28][CH:27]=1.CC[N:43](C(C)C)C(C)C.CN(C(ON1N=NC2C=CC=NC1=2)=[N+](C)C)C.F[P-](F)(F)(F)(F)F, predict the reaction product.